From a dataset of Experimentally validated miRNA-target interactions with 360,000+ pairs, plus equal number of negative samples. Binary Classification. Given a miRNA mature sequence and a target amino acid sequence, predict their likelihood of interaction. The miRNA is mmu-miR-935 with sequence CCCAGUUACCGCUUCCGCUACCGC. The protein sequence of the target gene is MSGYSSDRDRGRDRGFGAPRFGGSRAGPLSGKKFGNPGEKLVKKKWNLDELPKFEKNFYQEHPDLARRTAQEVETYRRSKEITVRGHNCPKPVLNFYEANFPANVMDVIARQNFTEPTAIQAQGWPVALSGLDMVGVAQTGSGKTLSYLLPAIVHINHQPFLERGDGPICLVLAPTRELAQQVQQVAAEYCRACRLKSTCIYGGAPKGPQIRDLERGVEICIATPGRLIDFLECGKTNLRRTTYLVLDEADRMLDMGFEPQIRKIVDQIRPDRQTLMWSATWPKEVRQLAEDFLKDYIHI.... Result: 0 (no interaction).